This data is from Forward reaction prediction with 1.9M reactions from USPTO patents (1976-2016). The task is: Predict the product of the given reaction. (1) Given the reactants [CH2:1]([O:3][CH2:4][C@@H:5]1[CH2:10][N:9]([C:11]([O:13][C:14]([CH3:17])([CH3:16])[CH3:15])=[O:12])[CH2:8][C@H:7]([C:18]([O:20]CC)=[O:19])[O:6]1)[CH3:2].[OH-].[Na+].[Cl-].[NH4+], predict the reaction product. The product is: [C:14]([O:13][C:11]([N:9]1[CH2:10][C@@H:5]([CH2:4][O:3][CH2:1][CH3:2])[O:6][C@@H:7]([C:18]([OH:20])=[O:19])[CH2:8]1)=[O:12])([CH3:15])([CH3:16])[CH3:17]. (2) The product is: [CH2:1]([O:8][C:9]([N:11]1[CH2:16][CH2:15][N:14]([CH3:25])[CH2:13][CH:12]1[C:17](=[O:22])[N:18]([O:20][CH3:21])[CH3:19])=[O:10])[C:2]1[CH:3]=[CH:4][CH:5]=[CH:6][CH:7]=1. Given the reactants [CH2:1]([O:8][C:9]([N:11]1[CH2:16][CH2:15][NH:14][CH2:13][CH:12]1[C:17](=[O:22])[N:18]([O:20][CH3:21])[CH3:19])=[O:10])[C:2]1[CH:7]=[CH:6][CH:5]=[CH:4][CH:3]=1.C=O.[C:25](O[BH-](OC(=O)C)OC(=O)C)(=O)C.[Na+], predict the reaction product.